This data is from Full USPTO retrosynthesis dataset with 1.9M reactions from patents (1976-2016). The task is: Predict the reactants needed to synthesize the given product. (1) The reactants are: [Br:1][C:2]1[CH:27]=[CH:26][C:5]2[N:6]=[C:7]([NH:9][C:10]3[CH:15]=[C:14]([CH2:16][OH:17])[N:13]=[C:12]([NH:18][C@H:19]4[CH2:24][CH2:23][C@H:22]([OH:25])[CH2:21][CH2:20]4)[N:11]=3)[S:8][C:4]=2[CH:3]=1.C(N(C(C)C)C(C)C)C.[CH3:37][S:38](Cl)(=[O:40])=[O:39].C(=O)(O)[O-].[Na+]. Given the product [CH3:37][S:38]([O:17][CH2:16][C:14]1[CH:15]=[C:10]([NH:9][C:7]2[S:8][C:4]3[CH:3]=[C:2]([Br:1])[CH:27]=[CH:26][C:5]=3[N:6]=2)[N:11]=[C:12]([NH:18][C@H:19]2[CH2:20][CH2:21][C@H:22]([OH:25])[CH2:23][CH2:24]2)[N:13]=1)(=[O:40])=[O:39], predict the reactants needed to synthesize it. (2) Given the product [C:11]1([C@H:9]([NH:8][C:6]2[CH:5]=[N:4][CH:3]=[C:2]([N:26]3[CH:27]=[C:23]([C:17]4[CH:22]=[CH:21][CH:20]=[CH:19][CH:18]=4)[N:24]=[CH:25]3)[N:7]=2)[CH3:10])[CH:16]=[CH:15][CH:14]=[CH:13][CH:12]=1, predict the reactants needed to synthesize it. The reactants are: Cl[C:2]1[N:7]=[C:6]([NH:8][C@@H:9]([C:11]2[CH:16]=[CH:15][CH:14]=[CH:13][CH:12]=2)[CH3:10])[CH:5]=[N:4][CH:3]=1.[C:17]1([C:23]2[N:24]=[CH:25][NH:26][CH:27]=2)[CH:22]=[CH:21][CH:20]=[CH:19][CH:18]=1.